This data is from Experimentally validated miRNA-target interactions with 360,000+ pairs, plus equal number of negative samples. The task is: Binary Classification. Given a miRNA mature sequence and a target amino acid sequence, predict their likelihood of interaction. The protein sequence of the target gene is MKGASEEKLASVSNLVTVFENSRTPEAAPRGQRLEDVHHRPECRPPESPGPREKTNVGEAVGSEPRTVSRRYLNSLKNKLSSEAWRKSCQPVTLSGSGTQEPEKKIVQELLETEQAYVARLHLLDQVFFQELLKTARSSKAFPEDVVRVIFSNISSIYQFHSQFFLPELQRRLDDWTANPRIGDVIQKLAPFLKMYSEYVKNFERAAELLATWTDKSPLFQEVLTRIQSSEASGSLTLQHHMLEPVQRIPRYELLLKEYIQKLPAQAPDQADAQKALDMIFSAAQHSNAAITEMERLQDL.... Result: 0 (no interaction). The miRNA is hsa-miR-3976 with sequence UAUAGAGAGCAGGAAGAUUAAUGU.